Dataset: Forward reaction prediction with 1.9M reactions from USPTO patents (1976-2016). Task: Predict the product of the given reaction. Given the reactants [CH2:1]([O:8][C:9]1[CH:14]=[CH:13][C:12]([C:15]2[NH:36][C:18]3=[N:19][CH:20]=[C:21]([N:23]4[CH2:28][CH2:27][N:26](C(OC(C)(C)C)=O)[CH2:25][CH2:24]4)[CH:22]=[C:17]3[N:16]=2)=[CH:11][CH:10]=1)[C:2]1[CH:7]=[CH:6][CH:5]=[CH:4][CH:3]=1.C(Cl)Cl.C(O)(C(F)(F)F)=O, predict the reaction product. The product is: [CH2:1]([O:8][C:9]1[CH:10]=[CH:11][C:12]([C:15]2[NH:36][C:18]3=[N:19][CH:20]=[C:21]([N:23]4[CH2:24][CH2:25][NH:26][CH2:27][CH2:28]4)[CH:22]=[C:17]3[N:16]=2)=[CH:13][CH:14]=1)[C:2]1[CH:3]=[CH:4][CH:5]=[CH:6][CH:7]=1.